From a dataset of Reaction yield outcomes from USPTO patents with 853,638 reactions. Predict the reaction yield, written as a fraction of the theoretical maximum amount of product (1.0 means a 100% yield; for example, 0.34 means a 34% yield). (1) The reactants are [Cl:1][C:2]1[CH:7]=[CH:6][C:5]([CH2:8][CH2:9][C@@H:10]2[NH:15][CH2:14][CH2:13][N:12]([C:16]3[C:25]4[CH:24]=[C:23]([CH3:26])[S:22][C:21]=4[NH:20][C:19]4[CH:27]=[CH:28][CH:29]=[CH:30][C:18]=4[N:17]=3)[CH2:11]2)=[CH:4][CH:3]=1.C=O.[C:33](O[BH-](OC(=O)C)OC(=O)C)(=O)C.[Na+]. The catalyst is ClCCCl. The product is [Cl:1][C:2]1[CH:7]=[CH:6][C:5]([CH2:8][CH2:9][C@@H:10]2[N:15]([CH3:33])[CH2:14][CH2:13][N:12]([C:16]3[C:25]4[CH:24]=[C:23]([CH3:26])[S:22][C:21]=4[NH:20][C:19]4[CH:27]=[CH:28][CH:29]=[CH:30][C:18]=4[N:17]=3)[CH2:11]2)=[CH:4][CH:3]=1. The yield is 0.820. (2) The reactants are [C:1]1([S:7](Cl)(=[O:9])=[O:8])[CH:6]=[CH:5][CH:4]=[CH:3][CH:2]=1.[NH:11]1[C:19]2[C:14](=[CH:15][CH:16]=[CH:17][CH:18]=2)[CH2:13][CH2:12]1.CCN(CC)CC. The catalyst is CN(C1C=CN=CC=1)C.C(Cl)Cl. The product is [C:1]1([S:7]([N:11]2[C:19]3[C:14](=[CH:15][CH:16]=[CH:17][CH:18]=3)[CH2:13][CH2:12]2)(=[O:9])=[O:8])[CH:6]=[CH:5][CH:4]=[CH:3][CH:2]=1. The yield is 0.960. (3) The reactants are [OH:1][CH:2]([CH3:12])[CH2:3][NH:4][C:5](=[O:11])[O:6][C:7]([CH3:10])([CH3:9])[CH3:8].CCN(CC)CC.[CH3:20][S:21](Cl)(=[O:23])=[O:22]. The catalyst is C(Cl)Cl. The product is [CH3:20][S:21]([O:1][CH:2]([CH3:12])[CH2:3][NH:4][C:5]([O:6][C:7]([CH3:8])([CH3:10])[CH3:9])=[O:11])(=[O:23])=[O:22]. The yield is 0.940.